This data is from Catalyst prediction with 721,799 reactions and 888 catalyst types from USPTO. The task is: Predict which catalyst facilitates the given reaction. (1) The catalyst class is: 21. Product: [F:35][C:36]1[C:44]2[C:40](=[N:41][N:42]([CH2:2][C:3]([C@@H:5]3[C@:21]4([CH3:22])[C@H:8]([C@H:9]5[C@H:18]([CH2:19][CH2:20]4)[C@:17]4([CH2:23][O:24][CH2:25][CH3:26])[C@H:12]([CH2:13][C@@:14]([OH:28])([CH3:27])[CH2:15][CH2:16]4)[CH2:11][CH2:10]5)[CH2:7][CH2:6]3)=[O:4])[N:43]=2)[CH:39]=[CH:38][C:37]=1[F:45]. Reactant: Br[CH2:2][C:3]([C@@H:5]1[C@:21]2([CH3:22])[C@H:8]([C@H:9]3[C@H:18]([CH2:19][CH2:20]2)[C@:17]2([CH2:23][O:24][CH2:25][CH3:26])[C@H:12]([CH2:13][C@@:14]([OH:28])([CH3:27])[CH2:15][CH2:16]2)[CH2:11][CH2:10]3)[CH2:7][CH2:6]1)=[O:4].C(=O)([O-])[O-].[K+].[K+].[F:35][C:36]1[C:44]2[C:40](=[N:41][NH:42][N:43]=2)[CH:39]=[CH:38][C:37]=1[F:45]. (2) Reactant: [Cl:1][C:2]1[CH:10]=[C:9]2[C:5](/[C:6](=[CH:20]/[C:21]3[CH:26]=[CH:25][CH:24]=[C:23]([Cl:27])[CH:22]=3)/[C:7](=[O:19])[N:8]2[CH2:11][O:12][CH2:13][CH2:14][Si](C)(C)C)=[CH:4][CH:3]=1.[CH2:28]([C:30]([CH:33]=[N:34][C:35]([O:37][Si:38]([CH3:41])([CH3:40])[CH3:39])=[CH2:36])=[CH:31][CH3:32])[CH3:29]. Product: [Cl:1][C:2]1[CH:10]=[C:9]2[NH:8][C:7](=[O:19])[C:6]3([CH:20]([C:21]4[CH:26]=[CH:25][CH:24]=[C:23]([Cl:27])[CH:22]=4)[CH2:36][C:35](=[O:37])[NH:34][CH:33]3[C:30]([CH2:31][CH3:32])=[CH:28][CH3:29])[C:5]2=[CH:4][CH:3]=1.[CH3:11][O:12][CH:13]([Si:38]([CH3:39])([CH3:40])[CH3:41])[CH3:14]. The catalyst class is: 11. (3) Product: [F:1][C:2]1[CH:9]=[CH:8][CH:7]=[C:6]([O:10][CH3:11])[C:3]=1[CH:4]([OH:5])[CH3:12]. Reactant: [F:1][C:2]1[CH:9]=[CH:8][CH:7]=[C:6]([O:10][CH3:11])[C:3]=1[CH:4]=[O:5].[CH3:12][Li].[Cl-].[NH4+]. The catalyst class is: 7. (4) Reactant: [I:1][C:2]1[C:10]2[C:5](=[CH:6][CH:7]=[C:8]([CH3:11])[CH:9]=2)[NH:4][N:3]=1.[C:12]([O:16][C:17](O[C:17]([O:16][C:12]([CH3:15])([CH3:14])[CH3:13])=[O:18])=[O:18])([CH3:15])([CH3:14])[CH3:13]. Product: [I:1][C:2]1[C:10]2[C:5](=[CH:6][CH:7]=[C:8]([CH3:11])[CH:9]=2)[N:4]([C:17]([O:16][C:12]([CH3:15])([CH3:14])[CH3:13])=[O:18])[N:3]=1. The catalyst class is: 616. (5) Reactant: [F:1][C:2]1[CH:3]=[CH:4][C:5]([O:22][CH3:23])=[C:6]([CH2:8][CH2:9][NH:10][CH2:11][C:12]2[CH:21]=[CH:20][C:15]([C:16]([O:18][CH3:19])=[O:17])=[CH:14][CH:13]=2)[CH:7]=1.Br[CH:25]([CH2:31][CH2:32][CH3:33])[C:26]([O:28][CH2:29][CH3:30])=[O:27].C(=O)([O-])[O-].[Cs+].[Cs+].[I-].[K+]. Product: [CH2:29]([O:28][C:26](=[O:27])[CH2:25][CH2:31][CH2:32][CH2:33][N:10]([CH2:11][C:12]1[CH:13]=[CH:14][C:15]([C:16]([O:18][CH3:19])=[O:17])=[CH:20][CH:21]=1)[CH2:9][CH2:8][C:6]1[CH:7]=[C:2]([F:1])[CH:3]=[CH:4][C:5]=1[O:22][CH3:23])[CH3:30]. The catalyst class is: 10.